From a dataset of Forward reaction prediction with 1.9M reactions from USPTO patents (1976-2016). Predict the product of the given reaction. (1) Given the reactants Br[C:2]1[S:3][C:4]([C:8]#[N:9])=[C:5]([CH3:7])[N:6]=1.C(=O)([O-])[O-].[K+].[K+].[NH:16]1[CH2:21][CH2:20][NH:19][CH2:18][CH2:17]1, predict the reaction product. The product is: [CH3:7][C:5]1[N:6]=[C:2]([N:16]2[CH2:21][CH2:20][NH:19][CH2:18][CH2:17]2)[S:3][C:4]=1[C:8]#[N:9]. (2) The product is: [CH3:8][NH:9][CH2:10][C@H:11]([OH:18])[CH2:12][N:13]1[CH2:17][CH2:16][CH2:15][CH2:14]1. Given the reactants C([CH2:8][NH:9][CH2:10][C@@H:11]([OH:18])[CH2:12][N:13]1[CH2:17][CH2:16][CH2:15][CH2:14]1)C1C=CC=CC=1, predict the reaction product. (3) Given the reactants [CH3:1][C:2]1[N:7]=[C:6]([S:8][CH2:9][C:10]2[CH:19]=[N:18][C:17]3[C:12](=[CH:13][CH:14]=[CH:15][CH:16]=3)[N:11]=2)[N:5]=[C:4]([OH:20])[CH:3]=1.[ClH:21].O1CCOCC1, predict the reaction product. The product is: [ClH:21].[ClH:21].[CH3:1][C:2]1[N:7]=[C:6]([S:8][CH2:9][C:10]2[CH:19]=[N:18][C:17]3[C:12](=[CH:13][CH:14]=[CH:15][CH:16]=3)[N:11]=2)[N:5]=[C:4]([OH:20])[CH:3]=1. (4) Given the reactants [Si]([O:8][CH2:9][C:10]1([CH3:36])[S:16][CH2:15][CH2:14][N:13]2[C:17]([C:20]3([C:23]4[CH:28]=[CH:27][C:26]([C:29]5[C:34]([Cl:35])=[CH:33][CH:32]=[CH:31][N:30]=5)=[CH:25][CH:24]=4)[CH2:22][CH2:21]3)=[N:18][N:19]=[C:12]2[CH2:11]1)(C(C)(C)C)(C)C.Cl, predict the reaction product. The product is: [Cl:35][C:34]1[C:29]([C:26]2[CH:25]=[CH:24][C:23]([C:20]3([C:17]4[N:13]5[CH2:14][CH2:15][S:16][C:10]([CH2:9][OH:8])([CH3:36])[CH2:11][C:12]5=[N:19][N:18]=4)[CH2:22][CH2:21]3)=[CH:28][CH:27]=2)=[N:30][CH:31]=[CH:32][CH:33]=1. (5) Given the reactants [Cl:1][C:2]1[CH:7]=[CH:6][C:5]([NH:8][S:9]([C:12]([F:15])([F:14])[F:13])(=[O:11])=[O:10])=[C:4]([C:16](=O)[CH2:17][CH3:18])[CH:3]=1.Cl.[Cl:21][C:22]1[CH:27]=[CH:26][C:25]([O:28][NH2:29])=[CH:24][CH:23]=1.CC([O-])=O.[Na+], predict the reaction product. The product is: [Cl:1][C:2]1[CH:7]=[CH:6][C:5]([NH:8][S:9]([C:12]([F:15])([F:14])[F:13])(=[O:11])=[O:10])=[C:4]([C:16](=[N:29][O:28][C:25]2[CH:26]=[CH:27][C:22]([Cl:21])=[CH:23][CH:24]=2)[CH2:17][CH3:18])[CH:3]=1.